From a dataset of Reaction yield outcomes from USPTO patents with 853,638 reactions. Predict the reaction yield, written as a fraction of the theoretical maximum amount of product (1.0 means a 100% yield; for example, 0.34 means a 34% yield). (1) The reactants are [CH2:1]([C:3]1([C:18]([NH:20][C:21]2[CH:25]=[C:24]([O:26][CH:27]([CH3:29])[CH3:28])[N:23](COCC[Si](C)(C)C)[N:22]=2)=[O:19])[CH2:8][CH2:7][CH2:6][N:5]([S:9]([C:12]2[N:13]=[CH:14][N:15]([CH3:17])[CH:16]=2)(=[O:11])=[O:10])[CH2:4]1)[CH3:2].C(O)(C(F)(F)F)=O. No catalyst specified. The product is [CH2:1]([C:3]1([C:18]([NH:20][C:21]2[CH:25]=[C:24]([O:26][CH:27]([CH3:28])[CH3:29])[NH:23][N:22]=2)=[O:19])[CH2:8][CH2:7][CH2:6][N:5]([S:9]([C:12]2[N:13]=[CH:14][N:15]([CH3:17])[CH:16]=2)(=[O:11])=[O:10])[CH2:4]1)[CH3:2]. The yield is 0.500. (2) The reactants are [CH:1]1([C:4]2[S:8][CH:7]=[N:6][C:5]=2[CH2:9][N:10]2[C:15]3[N:16]=[C:17](S(C)=O)[N:18]=[CH:19][C:14]=3[CH:13]=[CH:12][C:11]2=[O:23])[CH2:3][CH2:2]1.[CH3:24][N:25]1[CH2:30][CH2:29][N:28]([C:31]2[CH:37]=[CH:36][C:34]([NH2:35])=[CH:33][CH:32]=2)[CH2:27][CH2:26]1. No catalyst specified. The product is [CH:1]1([C:4]2[S:8][CH:7]=[N:6][C:5]=2[CH2:9][N:10]2[C:15]3[N:16]=[C:17]([NH:35][C:34]4[CH:33]=[CH:32][C:31]([N:28]5[CH2:27][CH2:26][N:25]([CH3:24])[CH2:30][CH2:29]5)=[CH:37][CH:36]=4)[N:18]=[CH:19][C:14]=3[CH:13]=[CH:12][C:11]2=[O:23])[CH2:3][CH2:2]1. The yield is 0.100. (3) The reactants are I[C:2]1[C:10]2[C:5](=[N:6][CH:7]=[CH:8][CH:9]=2)[N:4]([Si:11]([CH:18]([CH3:20])[CH3:19])([CH:15]([CH3:17])[CH3:16])[CH:12]([CH3:14])[CH3:13])[CH:3]=1.C([Mg]Cl)(C)C.[CH2:26]([O:33][C:34]1[C:41]([O:42][CH3:43])=[CH:40][C:37]([CH:38]=[O:39])=[C:36]([F:44])[CH:35]=1)[C:27]1[CH:32]=[CH:31][CH:30]=[CH:29][CH:28]=1.O. The catalyst is O1CCCC1. The product is [CH2:26]([O:33][C:34]1[C:41]([O:42][CH3:43])=[CH:40][C:37]([CH:38]([C:2]2[C:10]3[C:5](=[N:6][CH:7]=[CH:8][CH:9]=3)[N:4]([Si:11]([CH:18]([CH3:20])[CH3:19])([CH:15]([CH3:17])[CH3:16])[CH:12]([CH3:14])[CH3:13])[CH:3]=2)[OH:39])=[C:36]([F:44])[CH:35]=1)[C:27]1[CH:28]=[CH:29][CH:30]=[CH:31][CH:32]=1. The yield is 0.630. (4) The reactants are [Cl:1][C:2]1[C:3](=[O:28])[N:4]([CH2:18][C:19]2[CH:20]=[C:21]3[C:25](=[CH:26][CH:27]=2)[NH:24][CH:23]=[CH:22]3)[CH:5]=[CH:6][C:7]=1[O:8][CH2:9][C:10]1[CH:15]=[CH:14][C:13]([F:16])=[CH:12][C:11]=1[F:17].[BH3-]C#N.[Na+]. No catalyst specified. The product is [Cl:1][C:2]1[C:3](=[O:28])[N:4]([CH2:18][C:19]2[CH:20]=[C:21]3[C:25](=[CH:26][CH:27]=2)[NH:24][CH2:23][CH2:22]3)[CH:5]=[CH:6][C:7]=1[O:8][CH2:9][C:10]1[CH:15]=[CH:14][C:13]([F:16])=[CH:12][C:11]=1[F:17]. The yield is 0.810. (5) The reactants are [F:1][C:2]([F:33])([F:32])[C:3]1[CH:4]=[C:5]([CH:25]=[C:26]([C:28]([F:31])([F:30])[F:29])[CH:27]=1)[CH2:6][N:7]([CH3:24])[C@@H:8]1[CH2:12][N:11]([CH2:13][C:14]2[CH:19]=[CH:18][CH:17]=[C:16]([Cl:20])[CH:15]=2)[C@H:10]([C:21](O)=[O:22])[CH2:9]1.[CH3:34][O:35][C:36]1[CH:41]=[CH:40][CH:39]=[CH:38][C:37]=1[N:42]1[CH2:47][CH2:46][NH:45][CH2:44][CH2:43]1. No catalyst specified. The product is [F:31][C:28]([F:30])([F:29])[C:26]1[CH:25]=[C:5]([CH:4]=[C:3]([C:2]([F:1])([F:32])[F:33])[CH:27]=1)[CH2:6][N:7]([CH3:24])[C@@H:8]1[CH2:12][N:11]([CH2:13][C:14]2[CH:19]=[CH:18][CH:17]=[C:16]([Cl:20])[CH:15]=2)[C@H:10]([C:21]([N:45]2[CH2:44][CH2:43][N:42]([C:37]3[CH:38]=[CH:39][CH:40]=[CH:41][C:36]=3[O:35][CH3:34])[CH2:47][CH2:46]2)=[O:22])[CH2:9]1. The yield is 0.0800. (6) The reactants are [CH3:1][O:2][C:3](=[O:22])[C:4]1[CH:9]=[C:8]([N+:10]([O-])=O)[C:7]([NH2:13])=[C:6]([F:14])[C:5]=1[NH:15][C:16]1[CH:21]=[CH:20][CH:19]=[CH:18][CH:17]=1.C([O-])=O.[NH4+]. The catalyst is C(O)C.[OH-].[OH-].[Pd+2]. The product is [CH3:1][O:2][C:3](=[O:22])[C:4]1[CH:9]=[C:8]([NH2:10])[C:7]([NH2:13])=[C:6]([F:14])[C:5]=1[NH:15][C:16]1[CH:17]=[CH:18][CH:19]=[CH:20][CH:21]=1. The yield is 0.930. (7) No catalyst specified. The yield is 0.640. The reactants are [C:1]([O:5][C:6]([NH:8][C:9]1[CH:14]=[CH:13][C:12]([S:15][C:16]2[CH:24]=[CH:23][C:19]([C:20](O)=[O:21])=[CH:18][C:17]=2[NH:25][C:26]2[C:27]3[CH:35]=[CH:34][C:33]([CH:36]([CH3:38])[CH3:37])=[N:32][C:28]=3[N:29]=[CH:30][N:31]=2)=[CH:11][CH:10]=1)=[O:7])([CH3:4])([CH3:3])[CH3:2].[NH2:39][C:40]1[CH:45]=[CH:44][C:43]([NH:46][C:47]([C@@H:49]2[CH2:53][CH2:52][CH2:51][N:50]2[C:54]([O:56][CH2:57][C:58]2[CH:63]=[CH:62][CH:61]=[CH:60][CH:59]=2)=[O:55])=[O:48])=[CH:42][CH:41]=1. The product is [C:1]([O:5][C:6]([NH:8][C:9]1[CH:14]=[CH:13][C:12]([S:15][C:16]2[CH:24]=[CH:23][C:19]([C:20]([NH:39][C:40]3[CH:45]=[CH:44][C:43]([NH:46][C:47]([C@@H:49]4[CH2:53][CH2:52][CH2:51][N:50]4[C:54]([O:56][CH2:57][C:58]4[CH:59]=[CH:60][CH:61]=[CH:62][CH:63]=4)=[O:55])=[O:48])=[CH:42][CH:41]=3)=[O:21])=[CH:18][C:17]=2[NH:25][C:26]2[C:27]3[CH:35]=[CH:34][C:33]([CH:36]([CH3:37])[CH3:38])=[N:32][C:28]=3[N:29]=[CH:30][N:31]=2)=[CH:11][CH:10]=1)=[O:7])([CH3:3])([CH3:2])[CH3:4]. (8) The reactants are C(OC([N:8]1[CH2:13][CH2:12][CH:11]([CH2:14][NH:15][C:16]([C:18]2[C:26]3[N:25]=[C:24]([CH:27]([CH3:29])[CH3:28])[NH:23][C:22]=3[CH:21]=[CH:20][CH:19]=2)=[O:17])[CH2:10][CH2:9]1)=O)(C)(C)C.FC(F)(F)C(O)=O. The catalyst is ClCCl. The product is [NH:8]1[CH2:13][CH2:12][CH:11]([CH2:14][NH:15][C:16]([C:18]2[C:26]3[N:25]=[C:24]([CH:27]([CH3:29])[CH3:28])[NH:23][C:22]=3[CH:21]=[CH:20][CH:19]=2)=[O:17])[CH2:10][CH2:9]1. The yield is 0.890. (9) The reactants are [C:1](Cl)(Cl)=[O:2].N1C=CC=CC=1.[CH3:11][CH:12]1[N:16]([CH:17]2[CH2:22][CH2:21][O:20][CH2:19][CH2:18]2)[C:15](=[O:23])[NH:14][CH2:13]1.[CH3:24][N:25]1[CH:29]=[C:28]([C:30]2[CH:35]=[C:34]([O:36][C:37]3[CH:38]=[CH:39][C:40]([NH2:43])=[N:41][CH:42]=3)[CH:33]=[CH:32][N:31]=2)[CH:27]=[N:26]1. The catalyst is C(Cl)Cl. The product is [CH3:11][CH:12]1[CH2:13][N:14]([C:1]([NH:43][C:40]2[CH:39]=[CH:38][C:37]([O:36][C:34]3[CH:33]=[CH:32][N:31]=[C:30]([C:28]4[CH:27]=[N:26][N:25]([CH3:24])[CH:29]=4)[CH:35]=3)=[CH:42][N:41]=2)=[O:2])[C:15](=[O:23])[N:16]1[CH:17]1[CH2:22][CH2:21][O:20][CH2:19][CH2:18]1. The yield is 0.0900. (10) The reactants are [CH3:1][C:2]1[CH:10]=[C:9]2[C:5]([CH:6]=[C:7]([CH:20]=[CH:21][C:22]([O:24][CH3:25])=[O:23])[N:8]2S(C2C=CC=CN=2)(=O)=O)=[CH:4][CH:3]=1. The catalyst is CO.CCOC(C)=O. The product is [CH3:1][C:2]1[CH:10]=[C:9]2[C:5]([CH:6]=[C:7]([CH2:20][CH2:21][C:22]([O:24][CH3:25])=[O:23])[NH:8]2)=[CH:4][CH:3]=1. The yield is 0.600.